From a dataset of Catalyst prediction with 721,799 reactions and 888 catalyst types from USPTO. Predict which catalyst facilitates the given reaction. (1) Reactant: [CH3:1][C:2]1([S:5]([NH:8][C:9]([C@@:11]2([NH:16]C(=O)OC(C)(C)C)[CH2:13][C@H:12]2[CH:14]=[CH2:15])=[O:10])(=[O:7])=[O:6])[CH2:4][CH2:3]1.[ClH:24]. Product: [ClH:24].[NH2:16][C@:11]1([C:9]([NH:8][S:5]([C:2]2([CH3:1])[CH2:4][CH2:3]2)(=[O:7])=[O:6])=[O:10])[CH2:13][C@H:12]1[CH:14]=[CH2:15]. The catalyst class is: 12. (2) Reactant: [CH3:1][O:2][C:3]1[CH:20]=[CH:19][C:6]([CH2:7][O:8][C:9]2[C:14]([CH2:15][OH:16])=[CH:13][N:12]=[C:11]([S:17][CH3:18])[N:10]=2)=[CH:5][CH:4]=1.[CH3:21][C:22]([Si:25](Cl)([C:32]1[CH:37]=[CH:36][CH:35]=[CH:34][CH:33]=1)[C:26]1[CH:31]=[CH:30][CH:29]=[CH:28][CH:27]=1)([CH3:24])[CH3:23].N1C=CN=C1. Product: [Si:25]([O:16][CH2:15][C:14]1[C:9]([O:8][CH2:7][C:6]2[CH:5]=[CH:4][C:3]([O:2][CH3:1])=[CH:20][CH:19]=2)=[N:10][C:11]([S:17][CH3:18])=[N:12][CH:13]=1)([C:22]([CH3:24])([CH3:23])[CH3:21])([C:32]1[CH:33]=[CH:34][CH:35]=[CH:36][CH:37]=1)[C:26]1[CH:31]=[CH:30][CH:29]=[CH:28][CH:27]=1. The catalyst class is: 1. (3) Reactant: [CH3:1][C:2]1[C:6]([CH2:7][N:8]2[CH:12]=[C:11]([N:13]3[C:17](=[O:18])[CH2:16][NH:15][C:14]3=[O:19])[CH:10]=[N:9]2)=[C:5]([CH3:20])[O:4][N:3]=1.[CH3:21][O:22][C:23]1[CH:24]=[C:25]([CH2:31]O)[CH:26]=[CH:27][C:28]=1[O:29][CH3:30].C(P(CCCC)CCCC)CCC. Product: [CH3:21][O:22][C:23]1[CH:24]=[C:25]([CH:26]=[CH:27][C:28]=1[O:29][CH3:30])[CH2:31][N:15]1[CH2:16][C:17](=[O:18])[N:13]([C:11]2[CH:10]=[N:9][N:8]([CH2:7][C:6]3[C:2]([CH3:1])=[N:3][O:4][C:5]=3[CH3:20])[CH:12]=2)[C:14]1=[O:19]. The catalyst class is: 1. (4) Reactant: [Cl:1][C:2]1[CH:3]=[C:4]([CH3:11])[C:5]([OH:10])=[C:6]([CH:9]=1)[CH:7]=[O:8].C(=O)([O-])[O-].[K+].[K+].Br[CH2:19][C:20]([O:22]C)=[O:21]. Product: [Cl:1][C:2]1[CH:3]=[C:4]([CH3:11])[C:5]([O:10][CH2:19][C:20]([OH:22])=[O:21])=[C:6]([CH:7]=[O:8])[CH:9]=1. The catalyst class is: 10. (5) Reactant: Cl.[F:2][C:3]([F:24])([F:23])[C:4]1[CH:5]=[C:6]([C:10]2[CH2:14][CH:13]([C:15]([N:17]3[CH2:21][CH2:20][C@H:19]([NH2:22])[CH2:18]3)=[O:16])[O:12][N:11]=2)[CH:7]=[CH:8][CH:9]=1.[OH:25][C:26]1([C:33]2[CH:38]=[CH:37][CH:36]=[CH:35][N:34]=2)[CH2:31][CH2:30][C:29](=O)[CH2:28][CH2:27]1.C(N(CC)CC)C.[BH-](OC(C)=O)(OC(C)=O)OC(C)=O.[Na+].[OH-].[Na+]. Product: [N:34]1[CH:35]=[CH:36][CH:37]=[CH:38][C:33]=1[C:26]1([OH:25])[CH2:31][CH2:30][CH:29]([NH:22][C@H:19]2[CH2:20][CH2:21][N:17]([C:15]([CH:13]3[O:12][N:11]=[C:10]([C:6]4[CH:7]=[CH:8][CH:9]=[C:4]([C:3]([F:23])([F:2])[F:24])[CH:5]=4)[CH2:14]3)=[O:16])[CH2:18]2)[CH2:28][CH2:27]1. The catalyst class is: 2. (6) Reactant: C(OC([NH:8][C:9]1[C:14]([CH3:15])=[CH:13][C:12]([C:16]2[CH:17]=[CH:18][N:19]3[C:24]([C:25]=2[CH3:26])=[C:23]([CH:27]2[CH2:29][CH2:28]2)[CH:22]=[C:21]([C:30]([O:32]CC)=[O:31])[C:20]3=[O:35])=[CH:11][C:10]=1[CH3:36])=O)(C)(C)C.Cl.[OH-].[Na+]. Product: [NH2:8][C:9]1[C:10]([CH3:36])=[CH:11][C:12]([C:16]2[CH:17]=[CH:18][N:19]3[C:24]([C:25]=2[CH3:26])=[C:23]([CH:27]2[CH2:28][CH2:29]2)[CH:22]=[C:21]([C:30]([OH:32])=[O:31])[C:20]3=[O:35])=[CH:13][C:14]=1[CH3:15]. The catalyst class is: 1. (7) Reactant: [CH3:1][O:2][C:3]1[CH:8]=[CH:7][C:6]([C:9]([C:11]([C:13]2[CH:18]=[CH:17][C:16]([O:19][CH3:20])=[CH:15][CH:14]=2)=[CH2:12])=[CH2:10])=[CH:5][CH:4]=1.[C:21]1(=[O:27])[O:26][C:24](=[O:25])[CH:23]=[CH:22]1. Product: [CH3:20][O:19][C:16]1[CH:15]=[CH:14][C:13]([C:11]2[CH2:12][CH:23]3[CH:22]([CH2:10][C:9]=2[C:6]2[CH:5]=[CH:4][C:3]([O:2][CH3:1])=[CH:8][CH:7]=2)[C:21](=[O:27])[O:26][C:24]3=[O:25])=[CH:18][CH:17]=1. The catalyst class is: 133. (8) Reactant: [CH3:1][O:2][C:3]1[N:8]=[CH:7][C:6](B(O)O)=[CH:5][CH:4]=1.Cl[C:13]1[CH:14]=[C:15]([C:28]2[N:33]=[C:32]([CH3:34])[N:31]=[C:30]([N:35]([CH2:45][C:46]3[CH:51]=[CH:50][C:49]([O:52][CH3:53])=[CH:48][CH:47]=3)[CH2:36][C:37]3[CH:42]=[CH:41][C:40]([O:43][CH3:44])=[CH:39][CH:38]=3)[N:29]=2)[C:16]([NH:19][C:20]2[CH:21]=[N:22][C:23]([O:26][CH3:27])=[CH:24][CH:25]=2)=[N:17][CH:18]=1.C1(P(C2CCCCC2)C2C=CC=CC=2C2C(C(C)C)=CC(C(C)C)=CC=2C(C)C)CCCCC1.C(=O)([O-])[O-].[Na+].[Na+].[OH-].[Na+]. Product: [CH3:44][O:43][C:40]1[CH:41]=[CH:42][C:37]([CH2:36][N:35]([CH2:45][C:46]2[CH:51]=[CH:50][C:49]([O:52][CH3:53])=[CH:48][CH:47]=2)[C:30]2[N:31]=[C:32]([CH3:34])[N:33]=[C:28]([C:15]3[CH:14]=[C:13]([C:6]4[CH:7]=[N:8][C:3]([O:2][CH3:1])=[CH:4][CH:5]=4)[CH:18]=[N:17][C:16]=3[NH:19][C:20]3[CH:21]=[N:22][C:23]([O:26][CH3:27])=[CH:24][CH:25]=3)[N:29]=2)=[CH:38][CH:39]=1. The catalyst class is: 102. (9) Reactant: [OH:1][CH2:2][C:3]1[C:4]2[N:5]([N:11]=[CH:12][C:13]=2C(O)=O)[C:6]([O:9][CH3:10])=[CH:7][CH:8]=1. Product: [OH:1][CH2:2][C:3]1[C:4]2[N:5]([N:11]=[CH:12][CH:13]=2)[C:6]([O:9][CH3:10])=[CH:7][CH:8]=1. The catalyst class is: 262. (10) Reactant: C([N:8]1[CH2:13][CH2:12][NH:11][C:10](=[O:14])[CH2:9]1)(OC(C)(C)C)=O.[H-].[Na+].[F:17][C:18]([F:37])([F:36])[C:19]1[CH:20]=[C:21]([C:29]2[CH:33]=[C:32]([CH2:34]Cl)[O:31][N:30]=2)[CH:22]=[C:23]([C:25]([F:28])([F:27])[F:26])[CH:24]=1.O. Product: [F:37][C:18]([F:17])([F:36])[C:19]1[CH:20]=[C:21]([C:29]2[CH:33]=[C:32]([CH2:34][N:11]3[CH2:12][CH2:13][NH:8][CH2:9][C:10]3=[O:14])[O:31][N:30]=2)[CH:22]=[C:23]([C:25]([F:28])([F:26])[F:27])[CH:24]=1. The catalyst class is: 1.